From a dataset of Catalyst prediction with 721,799 reactions and 888 catalyst types from USPTO. Predict which catalyst facilitates the given reaction. (1) Reactant: [CH3:1][C:2]1[CH:8]=[C:7]([O:9][C:10]2[S:14][N:13]=[C:12]([C:15]3([CH3:18])[CH2:17][CH2:16]3)[N:11]=2)[C:6]([CH3:19])=[CH:5][C:3]=1[NH2:4].CO[CH:22](OC)[N:23]([CH2:25][CH3:26])[CH3:24]. Product: [CH3:1][C:2]1[CH:8]=[C:7]([O:9][C:10]2[S:14][N:13]=[C:12]([C:15]3([CH3:18])[CH2:16][CH2:17]3)[N:11]=2)[C:6]([CH3:19])=[CH:5][C:3]=1[N:4]=[CH:22][N:23]([CH2:25][CH3:26])[CH3:24]. The catalyst class is: 224. (2) The catalyst class is: 274. Reactant: Br[C:2]1[C:9]([O:10][C:11]2[CH:16]=[CH:15][C:14]([N+:17]([O-:19])=[O:18])=[CH:13][CH:12]=2)=[C:8]([O:20][CH3:21])[CH:7]=[CH:6][C:3]=1[CH:4]=[O:5].C(=O)([O-])[O-].[Na+].[Na+]. Product: [CH3:21][O:20][C:8]1[C:9]2[O:10][C:11]3[CH:16]=[CH:15][C:14]([N+:17]([O-:19])=[O:18])=[CH:13][C:12]=3[C:2]=2[C:3]([CH:4]=[O:5])=[CH:6][CH:7]=1. (3) Reactant: N([O-])=O.[Na+].N[C:6]1[C:14]([C:15]#[N:16])=[C:10]2[N:11]=[CH:12][S:13][C:9]2=[CH:8][CH:7]=1.N.[BrH:18]. The catalyst class is: 6. Product: [Br:18][C:6]1[C:14]([C:15]#[N:16])=[C:10]2[N:11]=[CH:12][S:13][C:9]2=[CH:8][CH:7]=1. (4) Reactant: [OH:1][CH2:2][C:3]1[CH:14]=[CH:13][C:6]([O:7][CH2:8][CH2:9][C:10](O)=[O:11])=[CH:5][CH:4]=1.[H-].[H-].[H-].[H-].[Li+].[Al+3]. Product: [OH:1][CH2:2][C:3]1[CH:14]=[CH:13][C:6]([O:7][CH2:8][CH2:9][CH2:10][OH:11])=[CH:5][CH:4]=1. The catalyst class is: 1. (5) Reactant: [CH2:1]([O:3][C:4]1[CH:9]=[CH:8][N:7]=[C:6]([CH2:10][S:11][C:12]2[CH:17]=[CH:16][C:15]([N+:18]([O-])=O)=[CH:14][C:13]=2[CH3:21])[CH:5]=1)[CH3:2]. Product: [CH2:1]([O:3][C:4]1[CH:9]=[CH:8][N:7]=[C:6]([CH2:10][S:11][C:12]2[CH:17]=[CH:16][C:15]([NH2:18])=[CH:14][C:13]=2[CH3:21])[CH:5]=1)[CH3:2]. The catalyst class is: 15. (6) Reactant: Br[C:2]1[CH:7]=[CH:6][C:5]([CH:8]([NH:15][C:16]2[CH:32]=[CH:31][C:19]([C:20]([N:22]3[CH2:27][CH2:26][CH2:25][C@@H:24]([C:28]([OH:30])=[O:29])[CH2:23]3)=[O:21])=[CH:18][CH:17]=2)[CH2:9][CH2:10][C:11]([F:14])([F:13])[F:12])=[C:4]([CH3:33])[CH:3]=1.[C:34]([C:36]1[CH:41]=[CH:40][C:39](B(O)O)=[CH:38][CH:37]=1)#[N:35].C(=O)([O-])[O-].[K+].[K+]. Product: [C:34]([C:36]1[CH:41]=[CH:40][C:39]([C:2]2[CH:7]=[CH:6][C:5]([CH:8]([NH:15][C:16]3[CH:17]=[CH:18][C:19]([C:20]([N:22]4[CH2:27][CH2:26][CH2:25][C@@H:24]([C:28]([OH:30])=[O:29])[CH2:23]4)=[O:21])=[CH:31][CH:32]=3)[CH2:9][CH2:10][C:11]([F:14])([F:13])[F:12])=[C:4]([CH3:33])[CH:3]=2)=[CH:38][CH:37]=1)#[N:35]. The catalyst class is: 149. (7) Reactant: [CH3:1][C:2]1([CH3:36])[C:26]2[C:6]([CH:7]=[C:8]3[CH:25]=[C:24]4[C:11]([C:12]5[C:17]([C:18]6[C:23]4=[CH:22][CH:21]=[CH:20][CH:19]=6)=[CH:16][CH:15]=[CH:14][CH:13]=5)=[CH:10][C:9]3=2)=[CH:5][C:4](B2OC(C)(C)C(C)(C)O2)=[CH:3]1.Br[C:38]1[C:39]2[C:44]([C:45](C3C4C(=CC=CC=4)C(F)=CC=3)=[C:46]3[C:51]=1[CH:50]=[CH:49][CH:48]=[CH:47]3)=[CH:43][CH:42]=[CH:41][CH:40]=2.[C:63]([O-])([O-])=O.[Na+].[Na+].[CH2:69](O)[CH3:70].[C:72]1([CH3:78])[CH:77]=[CH:76][CH:75]=[CH:74][CH:73]=1. Product: [CH3:36][C:2]1([CH3:1])[C:26]2[C:6]([CH:7]=[C:8]3[CH:25]=[C:24]4[C:11]([C:12]5[C:17]([C:18]6[C:23]4=[CH:22][CH:21]=[CH:20][CH:19]=6)=[CH:16][CH:15]=[CH:14][CH:13]=5)=[CH:10][C:9]3=2)=[CH:5][C:4]([C:38]2[C:39]3[C:44]([C:45]([C:70]4[CH:69]=[CH:63][C:77]5[C:72](=[CH:73][CH:74]=[CH:75][CH:76]=5)[CH:78]=4)=[C:46]4[C:51]=2[CH:50]=[CH:49][CH:48]=[CH:47]4)=[CH:43][CH:42]=[CH:41][CH:40]=3)=[CH:3]1. The catalyst class is: 73. (8) Reactant: [NH2:1][C:2]1([CH2:9][C:10]([O:12][CH2:13]C)=[O:11])[CH2:7][CH2:6][CH2:5][N:4]([CH3:8])[CH2:3]1.C(N(CC)CC)C.[CH2:22]([C:27]1[CH:32]=[CH:31][C:30]([S:33](Cl)(=[O:35])=[O:34])=[CH:29][CH:28]=1)[CH2:23][CH2:24][CH2:25][CH3:26]. Product: [CH3:8][N:4]1[CH2:5][CH2:6][CH2:7][C:2]([CH2:9][C:10]([O:12][CH3:13])=[O:11])([NH:1][S:33]([C:30]2[CH:31]=[CH:32][C:27]([CH2:22][CH2:23][CH2:24][CH2:25][CH3:26])=[CH:28][CH:29]=2)(=[O:35])=[O:34])[CH2:3]1. The catalyst class is: 4. (9) Reactant: [CH3:1][O:2][C:3]1[CH:4]=[C:5]([CH:21]=[CH:22][C:23]=1[O:24][CH2:25][C:26]1[N:27]=[C:28]([N:32]2[CH2:37][CH2:36][O:35][CH2:34][CH2:33]2)[S:29][C:30]=1[CH3:31])[CH2:6][O:7][C:8]1[C:12]([CH:13]=O)=[CH:11][N:10]([C:15]2[CH:20]=[CH:19][CH:18]=[CH:17][CH:16]=2)[N:9]=1.[CH2:38]([P:47](=[O:54])([O:51][CH2:52][CH3:53])[O:48][CH2:49][CH3:50])P(=O)(OCC)OCC.CN(C)C=O.[H-].[Na+]. Product: [CH3:1][O:2][C:3]1[CH:4]=[C:5]([CH:21]=[CH:22][C:23]=1[O:24][CH2:25][C:26]1[N:27]=[C:28]([N:32]2[CH2:33][CH2:34][O:35][CH2:36][CH2:37]2)[S:29][C:30]=1[CH3:31])[CH2:6][O:7][C:8]1[C:12](/[CH:13]=[CH:38]/[P:47](=[O:54])([O:48][CH2:49][CH3:50])[O:51][CH2:52][CH3:53])=[CH:11][N:10]([C:15]2[CH:20]=[CH:19][CH:18]=[CH:17][CH:16]=2)[N:9]=1. The catalyst class is: 6.